Dataset: Catalyst prediction with 721,799 reactions and 888 catalyst types from USPTO. Task: Predict which catalyst facilitates the given reaction. (1) Reactant: [Cl:1][C:2]1[C:3](F)=[CH:4][C:5]([F:15])=[C:6]([CH:14]=1)[C:7]([O:9][C:10]([CH3:13])([CH3:12])[CH3:11])=[O:8].C(=O)([O-])[O-].[K+].[K+].[Cl:23][C:24]1[CH:25]=[C:26]([SH:31])[CH:27]=[CH:28][C:29]=1[Cl:30]. Product: [Cl:1][C:2]1[C:3]([S:31][C:26]2[CH:27]=[CH:28][C:29]([Cl:30])=[C:24]([Cl:23])[CH:25]=2)=[CH:4][C:5]([F:15])=[C:6]([CH:14]=1)[C:7]([O:9][C:10]([CH3:13])([CH3:12])[CH3:11])=[O:8]. The catalyst class is: 16. (2) Reactant: [C:1]([O:5][C:6]([NH:8][CH2:9][CH:10]([CH3:14])[C:11]([OH:13])=O)=[O:7])([CH3:4])([CH3:3])[CH3:2].[NH2:15][CH2:16][C:17]1[CH:24]=[CH:23][C:20]([C:21]#[N:22])=[CH:19][CH:18]=1.CN(C(ON1N=NC2C=CC=NC1=2)=[N+](C)C)C.F[P-](F)(F)(F)(F)F.O. Product: [C:16]([C:17]1[CH:24]=[CH:23][C:20]([CH2:21][NH:22][C:11](=[O:13])[CH:10]([CH3:14])[CH2:9][NH:8][C:6](=[O:7])[O:5][C:1]([CH3:2])([CH3:3])[CH3:4])=[CH:19][CH:18]=1)#[N:15]. The catalyst class is: 3. (3) The catalyst class is: 347. Product: [C:6]1(=[O:11])[C:7]2[C:3](=[CH:2][CH:10]=[CH:9][CH:8]=2)[CH2:4][NH:5]1. Reactant: O[C:2]1[CH:10]=[CH:9][CH:8]=[C:7]2[C:3]=1[CH2:4][NH:5][C:6]2=[O:11].[N+](C1C=C(C=CC=1)C(Cl)=O)([O-])=O. (4) Reactant: C[O:2][C:3](=[O:16])[CH:4]=[CH:5][C:6]1[CH:11]=[CH:10][C:9]([F:12])=[CH:8][C:7]=1[NH:13][CH2:14][CH3:15].[Li+].[OH-]. Product: [F:12][C:9]1[CH:10]=[CH:11][C:6]([CH:5]=[CH:4][C:3]([OH:16])=[O:2])=[C:7]([NH:13][CH2:14][CH3:15])[CH:8]=1. The catalyst class is: 36. (5) Reactant: [CH3:1][O:2][C:3]1[CH:8]=[C:7]([O:9][CH3:10])[CH:6]=[CH:5][C:4]=1[CH2:11][N:12]1[C:17]([OH:18])=[C:16]([C:19](OCC)=[O:20])[C:15](=[O:24])[N:14]([CH2:25][C:26]2[CH:31]=[CH:30][CH:29]=[CH:28][CH:27]=2)[C:13]1=[O:32].C1(CNC([CH:43](C(OCC)=O)[C:44]([O:46]CC)=[O:45])=O)C=CC=CC=1.[H-].[Na+].COC1C=C(OC)C=CC=1C[N:61]=C=O.Cl. Product: [CH3:1][O:2][C:3]1[CH:8]=[C:7]([O:9][CH3:10])[CH:6]=[CH:5][C:4]=1[CH2:11][N:12]1[C:17]([OH:18])=[C:16]([C:19]([NH:61][CH2:43][C:44]([OH:46])=[O:45])=[O:20])[C:15](=[O:24])[N:14]([CH2:25][C:26]2[CH:27]=[CH:28][CH:29]=[CH:30][CH:31]=2)[C:13]1=[O:32]. The catalyst class is: 7. (6) Reactant: [Si:1](Cl)([C:14]([CH3:17])([CH3:16])[CH3:15])([C:8]1[CH:13]=[CH:12][CH:11]=[CH:10][CH:9]=1)[C:2]1[CH:7]=[CH:6][CH:5]=[CH:4][CH:3]=1.CN(C=O)C.[C:24]([O:28][C:29](=[O:44])[NH:30][C@H:31]([C:35]1[CH:40]=[C:39]([F:41])[C:38]([F:42])=[C:37]([F:43])[CH:36]=1)[C@H:32]([OH:34])[CH3:33])([CH3:27])([CH3:26])[CH3:25].N1C=CN=C1. Product: [C:24]([O:28][C:29](=[O:44])[NH:30][C@H:31]([C:35]1[CH:40]=[C:39]([F:41])[C:38]([F:42])=[C:37]([F:43])[CH:36]=1)[C@H:32]([O:34][Si:1]([C:14]([CH3:17])([CH3:16])[CH3:15])([C:8]1[CH:13]=[CH:12][CH:11]=[CH:10][CH:9]=1)[C:2]1[CH:7]=[CH:6][CH:5]=[CH:4][CH:3]=1)[CH3:33])([CH3:25])([CH3:26])[CH3:27]. The catalyst class is: 69. (7) Reactant: [OH:1][C:2]1[CH:21]=[C:20]([C:22]([F:25])([F:24])[F:23])[CH:19]=[CH:18][C:3]=1[NH:4][CH:5]1[CH2:10][CH2:9][N:8]([C:11]([O:13][C:14]([CH3:17])([CH3:16])[CH3:15])=[O:12])[CH2:7][CH2:6]1.[H-].[Na+].Br[CH2:29][C:30](OC)=[O:31].O. Product: [O:31]=[C:30]1[N:4]([CH:5]2[CH2:10][CH2:9][N:8]([C:11]([O:13][C:14]([CH3:17])([CH3:16])[CH3:15])=[O:12])[CH2:7][CH2:6]2)[C:3]2[CH:18]=[CH:19][C:20]([C:22]([F:25])([F:23])[F:24])=[CH:21][C:2]=2[O:1][CH2:29]1. The catalyst class is: 9. (8) Reactant: C(OC([N:6]1[CH2:22][CH2:21][C:10]2[C:11]3[CH:12]([CH:18]4[CH2:20][CH2:19]4)[CH2:13][CH2:14][C:15]=3[CH:16]=[CH:17][C:9]=2[CH2:8][CH2:7]1)=O)C.[Si](I)(C)(C)C. Product: [CH:18]1([CH:12]2[C:11]3[C:10]4[CH2:21][CH2:22][NH:6][CH2:7][CH2:8][C:9]=4[CH:17]=[CH:16][C:15]=3[CH2:14][CH2:13]2)[CH2:19][CH2:20]1. The catalyst class is: 22. (9) Reactant: Br[C:2]1[CH:3]=[C:4]([CH2:8][O:9][Si:10]([C:13]([CH3:16])([CH3:15])[CH3:14])([CH3:12])[CH3:11])[S:5][C:6]=1[Cl:7].[Li]CCCC.CCCCCC.[Cl:28][C:29]1[CH:30]=[C:31]([S:35][S:35][C:31]2[CH:32]=[CH:33][CH:34]=[C:29]([Cl:28])[CH:30]=2)[CH:32]=[CH:33][CH:34]=1. Product: [C:13]([Si:10]([O:9][CH2:8][C:4]1[S:5][C:6]([Cl:7])=[C:2]([S:35][C:31]2[CH:32]=[CH:33][CH:34]=[C:29]([Cl:28])[CH:30]=2)[CH:3]=1)([CH3:12])[CH3:11])([CH3:16])([CH3:15])[CH3:14]. The catalyst class is: 1. (10) Reactant: [Cl:1][C:2]1[CH:3]=[C:4]([C:33]2[CH:38]=[CH:37][C:36]([C:39](O)=[O:40])=[CH:35][CH:34]=2)[CH:5]=[C:6]([Cl:32])[C:7]=1[CH2:8][C@@H:9]1[CH2:13][CH2:12][N:11]([C@H:14]2[CH2:19][CH2:18][C@@H:17]([O:20][Si:21]([CH:28]([CH3:30])[CH3:29])([CH:25]([CH3:27])[CH3:26])[CH:22]([CH3:24])[CH3:23])[CH2:16][CH2:15]2)[C:10]1=[O:31].[F:42][CH2:43][CH2:44][N:45]1[CH2:50][CH2:49][NH:48][CH2:47][CH2:46]1.C(N(C(C)C)CC)(C)C.Cl.CN(C)CCCN=C=NCC. Product: [Cl:32][C:6]1[CH:5]=[C:4]([C:33]2[CH:38]=[CH:37][C:36]([C:39]([N:48]3[CH2:49][CH2:50][N:45]([CH2:44][CH2:43][F:42])[CH2:46][CH2:47]3)=[O:40])=[CH:35][CH:34]=2)[CH:3]=[C:2]([Cl:1])[C:7]=1[CH2:8][C@@H:9]1[CH2:13][CH2:12][N:11]([C@H:14]2[CH2:19][CH2:18][C@@H:17]([O:20][Si:21]([CH:22]([CH3:24])[CH3:23])([CH:28]([CH3:29])[CH3:30])[CH:25]([CH3:26])[CH3:27])[CH2:16][CH2:15]2)[C:10]1=[O:31]. The catalyst class is: 503.